From a dataset of Reaction yield outcomes from USPTO patents with 853,638 reactions. Predict the reaction yield, written as a fraction of the theoretical maximum amount of product (1.0 means a 100% yield; for example, 0.34 means a 34% yield). The yield is 0.740. The product is [Br:1][C:2]1[C:11]2[O:12][C:14]([CH3:16])([CH3:15])[CH2:13][C:10]=2[CH:9]=[C:4]([C:5]([O:7][CH3:8])=[O:6])[CH:3]=1. The catalyst is C1(C)C=CC=CC=1.C(OCC)(=O)C. The reactants are [Br:1][C:2]1[CH:3]=[C:4]([CH:9]=[C:10]([CH2:13][C:14]([CH3:16])=[CH2:15])[C:11]=1[OH:12])[C:5]([O:7][CH3:8])=[O:6].